From a dataset of Forward reaction prediction with 1.9M reactions from USPTO patents (1976-2016). Predict the product of the given reaction. Given the reactants C[O:2][C:3]1[CH:8]=[C:7]([CH2:9][NH+:10]([O-])[C:11](=[O:20])[O:12][CH2:13][C:14]2[CH:15]=[N:16][CH:17]=[CH:18][CH:19]=2)[CH:6]=[CH:5][N:4]=1.C(Cl)(=[O:24])C.CC(C)=O.O, predict the reaction product. The product is: [OH:24][N:4]1[CH:5]=[CH:6][C:7]([CH2:9][NH:10][C:11](=[O:20])[O:12][CH2:13][C:14]2[CH:15]=[N:16][CH:17]=[CH:18][CH:19]=2)=[CH:8][C:3]1=[O:2].